This data is from Peptide-MHC class II binding affinity with 134,281 pairs from IEDB. The task is: Regression. Given a peptide amino acid sequence and an MHC pseudo amino acid sequence, predict their binding affinity value. This is MHC class II binding data. (1) The peptide sequence is WREMHHLVEFEPPHA. The MHC is DRB1_0701 with pseudo-sequence DRB1_0701. The binding affinity (normalized) is 0.0187. (2) The peptide sequence is EERVERIKSEYMTSW. The MHC is DRB1_0404 with pseudo-sequence DRB1_0404. The binding affinity (normalized) is 0.573. (3) The peptide sequence is ETALKKAITAMSE. The MHC is DRB1_0404 with pseudo-sequence DRB1_0404. The binding affinity (normalized) is 0.754. (4) The MHC is DRB1_1101 with pseudo-sequence DRB1_1101. The binding affinity (normalized) is 0.161. The peptide sequence is GMTGMLWETSLLDPE. (5) The peptide sequence is FSLSAAVKAGASLID. The MHC is H-2-IAb with pseudo-sequence H-2-IAb. The binding affinity (normalized) is 0.403. (6) The peptide sequence is DGCWYPMEIRPRKTHHHHHHH. The MHC is DRB1_0901 with pseudo-sequence DRB1_0901. The binding affinity (normalized) is 0.416. (7) The peptide sequence is DKWLDAKSTWYGKPT. The MHC is DRB1_1302 with pseudo-sequence DRB1_1302. The binding affinity (normalized) is 0.0262.